This data is from Full USPTO retrosynthesis dataset with 1.9M reactions from patents (1976-2016). The task is: Predict the reactants needed to synthesize the given product. Given the product [I:1][C:2]1[CH:3]=[C:4]2[C:9](=[CH:10][CH:11]=1)[C:8](=[O:12])[NH:7][C:6](=[O:13])/[C:5]/2=[CH:14]\[NH:15][C:16]1[CH:17]=[CH:18][C:19]([N:22]2[CH2:23][CH2:24][N:25]([CH:46]3[CH2:47][CH2:48][N:43]([CH3:42])[CH2:44][CH2:45]3)[CH2:26][CH2:27]2)=[CH:20][CH:21]=1, predict the reactants needed to synthesize it. The reactants are: [I:1][C:2]1[CH:3]=[C:4]2[C:9](=[CH:10][CH:11]=1)[C:8](=[O:12])[NH:7][C:6](=[O:13])/[C:5]/2=[CH:14]\[NH:15][C:16]1[CH:21]=[CH:20][C:19]([N:22]2[CH2:27][CH2:26][NH:25][CH2:24][CH2:23]2)=[CH:18][CH:17]=1.C(O[BH-](OC(=O)C)OC(=O)C)(=O)C.[Na+].[CH3:42][N:43]1[CH2:48][CH2:47][C:46](=O)[CH2:45][CH2:44]1.C(O)(=O)C.C(=O)(O)[O-].[Na+].